Dataset: Forward reaction prediction with 1.9M reactions from USPTO patents (1976-2016). Task: Predict the product of the given reaction. (1) Given the reactants [CH3:1][O:2][C:3](=[O:17])[C:4]1[C:9]([N:10]2[C:14](=[O:15])[NH:13][N:12]=[N:11]2)=[CH:8][CH:7]=[CH:6][C:5]=1[CH3:16].[CH3:18]N(C)C=O.C(=O)([O-])[O-].[K+].[K+].S(OC)(OC)(=O)=O, predict the reaction product. The product is: [CH3:1][O:2][C:3](=[O:17])[C:4]1[C:9]([N:10]2[C:14](=[O:15])[N:13]([CH3:18])[N:12]=[N:11]2)=[CH:8][CH:7]=[CH:6][C:5]=1[CH3:16]. (2) Given the reactants [C:1]([C:4]1[C:12]2[C:7](=[N:8][CH:9]=[CH:10][CH:11]=2)[N:6]([CH2:13][C:14]([OH:16])=O)[N:5]=1)(=[O:3])[NH2:2].[Br:17][C:18]1[N:23]=[C:22]([NH:24][C:25]([C@@H:27]2[CH2:32][C@@H:31]3[C@@H:29]([CH2:30]3)[NH:28]2)=[O:26])[CH:21]=C[CH:19]=1.C[N:34](C(ON1N=NC2C=CC=CC1=2)=[N+](C)C)C.F[P-](F)(F)(F)(F)F.CCN(C(C)C)C(C)C, predict the reaction product. The product is: [Br:17][C:18]1[N:23]=[C:22]([NH:24][C:25]([C@@H:27]2[CH2:32][C@@H:31]3[C@@H:29]([CH2:30]3)[N:28]2[C:14](=[O:16])[CH2:13][N:6]2[C:7]3=[N:8][CH:9]=[CH:10][CH:11]=[C:12]3[C:4]([C:1]([NH2:2])=[O:3])=[N:5]2)=[O:26])[CH:21]=[N:34][CH:19]=1. (3) The product is: [F:33][C:30]1[CH:31]=[CH:32][C:27]([CH2:26][C@H:16]([NH:15][C:11]([C:9]2[NH:8][C:5]3=[CH:6][N:7]=[C:2]([Cl:1])[CH:3]=[C:4]3[CH:10]=2)=[O:13])[C:17]([N:19]2[CH2:20][CH2:21][CH:22]([OH:25])[CH2:23][CH2:24]2)=[O:18])=[CH:28][CH:29]=1. Given the reactants [Cl:1][C:2]1[CH:3]=[C:4]2[CH:10]=[C:9]([C:11]([OH:13])=O)[NH:8][C:5]2=[CH:6][N:7]=1.Cl.[NH2:15][C@@H:16]([CH2:26][C:27]1[CH:32]=[CH:31][C:30]([F:33])=[CH:29][CH:28]=1)[C:17]([N:19]1[CH2:24][CH2:23][CH:22]([OH:25])[CH2:21][CH2:20]1)=[O:18], predict the reaction product. (4) Given the reactants C(O)C.C([O:6][C:7](=O)[CH:8]([CH3:23])[CH:9]([N:11]([C:15]1[C:20]([NH2:21])=[CH:19][N:18]=[C:17]([Cl:22])[N:16]=1)[CH:12]1[CH2:14][CH2:13]1)[CH3:10])C, predict the reaction product. The product is: [Cl:22][C:17]1[N:18]=[CH:19][C:20]2[NH:21][C:7](=[O:6])[CH:8]([CH3:23])[CH:9]([CH3:10])[N:11]([CH:12]3[CH2:14][CH2:13]3)[C:15]=2[N:16]=1.